This data is from Catalyst prediction with 721,799 reactions and 888 catalyst types from USPTO. The task is: Predict which catalyst facilitates the given reaction. (1) Reactant: C([O:3][C:4]([CH:6]1[CH2:14][C:10]2[S:11][CH:12]=[CH:13][C:9]=2[C:8](=[O:15])[CH2:7]1)=[O:5])C.[OH-].[Na+]. Product: [O:15]=[C:8]1[C:9]2[CH:13]=[CH:12][S:11][C:10]=2[CH2:14][CH:6]([C:4]([OH:5])=[O:3])[CH2:7]1. The catalyst class is: 14. (2) Reactant: [CH2:1]([N:8]1[CH:13]2[CH:14]([OH:16])[CH2:15][CH:9]1[CH2:10][CH:11]([C:17]#[N:18])[CH2:12]2)[C:2]1[CH:7]=[CH:6][CH:5]=[CH:4][CH:3]=1.CC(OI1(OC(C)=O)(OC(C)=O)OC(=O)C2C=CC=CC1=2)=O. Product: [CH2:1]([N:8]1[CH:13]2[C:14](=[O:16])[CH2:15][CH:9]1[CH2:10][CH:11]([C:17]#[N:18])[CH2:12]2)[C:2]1[CH:3]=[CH:4][CH:5]=[CH:6][CH:7]=1. The catalyst class is: 2. (3) Reactant: [H-].[Na+].[CH2:3](Cl)[C:4]1[CH:9]=[CH:8][CH:7]=[CH:6][CH:5]=1.[NH4+].[Cl-].[CH3:13][C:14]1[CH:15]=[CH:16][C:17](S(O)(=O)=O)=[CH:18][CH:19]=1.[OH2:24].[CH3:25]O.[CH2:27]1[CH2:31][O:30][CH2:29][CH2:28]1. Product: [CH2:3]([O:30][C@@H:31]([CH2:27][CH2:28][CH2:29][CH2:19][CH2:18][CH2:17][CH2:16][CH2:15][CH2:14][CH3:13])[CH2:25][OH:24])[C:4]1[CH:9]=[CH:8][CH:7]=[CH:6][CH:5]=1. The catalyst class is: 1. (4) Reactant: [C:1]1([C@H:7](NC[C@@H](CCC)CC(O)=O)[CH3:8])[CH:6]=[CH:5][CH:4]=[CH:3][CH:2]=1.C([O:22][CH2:23][CH3:24])(=O)C.Cl. Product: [CH:1]1[CH:6]=[C:5]2[CH:4]=[CH:24][C:23]([OH:22])=[C:7]([C:1]3[C:2]4[C:3](=[CH:8][CH:7]=[CH:23][CH:24]=4)[CH:4]=[CH:5][C:6]=3[OH:22])[C:8]2=[CH:3][CH:2]=1. The catalyst class is: 5.